This data is from Full USPTO retrosynthesis dataset with 1.9M reactions from patents (1976-2016). The task is: Predict the reactants needed to synthesize the given product. (1) Given the product [N:4]1([CH2:3][CH2:2][O:9][C:10]2[CH:17]=[CH:16][C:13]([CH:14]=[O:15])=[CH:12][CH:11]=2)[CH2:8][CH2:7][CH2:6][CH2:5]1, predict the reactants needed to synthesize it. The reactants are: Cl[CH2:2][CH2:3][N:4]1[CH2:8][CH2:7][CH2:6][CH2:5]1.[OH:9][C:10]1[CH:17]=[CH:16][C:13]([CH:14]=[O:15])=[CH:12][CH:11]=1.C(=O)([O-])[O-].[K+].[K+]. (2) Given the product [CH2:20]([O:8][CH:7]([O:10][CH2:11][CH3:12])[C:4]1[CH:5]=[CH:6][N:1]=[CH:2][CH:3]=1)[CH3:21], predict the reactants needed to synthesize it. The reactants are: [N:1]1[CH:6]=[CH:5][C:4]([CH:7]=[O:8])=[CH:3][CH:2]=1.C([O-])([O-])[O:10][CH2:11][CH3:12].C(=O)(O)[O-].[Na+].[C:20](OCC)(=O)[CH3:21]. (3) Given the product [CH2:28]([N:1]([C:2]1[CH:7]=[CH:6][CH:5]=[CH:4][CH:3]=1)[C:8]1[CH:9]=[C:10]([CH:25]=[CH:26][CH:27]=1)[CH2:11][O:12][C:13]1[CH:14]=[CH:15][C:16]([CH2:19][CH2:20][C:21]([OH:23])=[O:22])=[CH:17][CH:18]=1)[C:29]1[CH:34]=[CH:33][CH:32]=[CH:31][CH:30]=1, predict the reactants needed to synthesize it. The reactants are: [NH:1]([C:8]1[CH:9]=[C:10]([CH:25]=[CH:26][CH:27]=1)[CH2:11][O:12][C:13]1[CH:18]=[CH:17][C:16]([CH2:19][CH2:20][C:21]([O:23]C)=[O:22])=[CH:15][CH:14]=1)[C:2]1[CH:7]=[CH:6][CH:5]=[CH:4][CH:3]=1.[CH2:28](Br)[C:29]1[CH:34]=[CH:33][CH:32]=[CH:31][CH:30]=1. (4) Given the product [ClH:28].[ClH:28].[NH2:1][CH2:2][C:3]1([NH2:7])[CH2:6][O:5][CH2:4]1, predict the reactants needed to synthesize it. The reactants are: [NH2:1][CH2:2][C:3]1([N:7](CC2C=CC=CC=2)CC2C=CC=CC=2)[CH2:6][O:5][CH2:4]1.C1CCCCC=1.[ClH:28].